Predict the reaction yield, written as a fraction of the theoretical maximum amount of product (1.0 means a 100% yield; for example, 0.34 means a 34% yield). From a dataset of Reaction yield outcomes from USPTO patents with 853,638 reactions. The reactants are [I:1][C:2]1[C:3]([S:11][C:12]2[N:20]=[C:19]3[C:15]([N:16]=[CH:17][NH:18]3)=[C:14](N)[N:13]=2)=[CH:4][C:5]2[O:9][CH2:8][O:7][C:6]=2[CH:10]=1.Br[CH2:23][CH2:24][CH2:25][NH:26][C:27](=[O:31])[CH:28]([CH3:30])[CH3:29].C([O-])([O-])=O.[Cs+].[Cs+].C[N:39](C=O)C. No catalyst specified. The product is [NH2:39][C:15]1[N:16]=[CH:17][N:18]=[C:19]2[C:14]=1[N:13]=[C:12]([S:11][C:3]1[C:2]([I:1])=[CH:10][C:6]3[O:7][CH2:8][O:9][C:5]=3[CH:4]=1)[N:20]2[CH2:23][CH2:24][CH2:25][NH:26][C:27](=[O:31])[CH:28]([CH3:30])[CH3:29]. The yield is 0.340.